The task is: Predict which catalyst facilitates the given reaction.. This data is from Catalyst prediction with 721,799 reactions and 888 catalyst types from USPTO. (1) Reactant: F[C:2](F)(F)C(O)=O.C([Zn]CC)C.ICI.[I:16][C:17](=[CH2:37])[CH2:18][C@H:19]([CH2:28][O:29][Si:30]([CH3:36])([CH3:35])[C:31]([CH3:34])([CH3:33])[CH3:32])[O:20][Si:21]([CH3:27])([CH3:26])[C:22]([CH3:25])([CH3:24])[CH3:23]. Product: [I:16][C:17]1([CH2:18][C@H:19]([CH2:28][O:29][Si:30]([CH3:36])([CH3:35])[C:31]([CH3:34])([CH3:33])[CH3:32])[O:20][Si:21]([CH3:27])([CH3:26])[C:22]([CH3:25])([CH3:24])[CH3:23])[CH2:2][CH2:37]1. The catalyst class is: 26. (2) Reactant: [Br:1][C:2]1[C:14]2[C:13]3[C:8](=[CH:9][CH:10]=[CH:11][CH:12]=3)[NH:7][C:6]=2[N:5]=[CH:4][CH:3]=1.[CH3:15]C1C=C2C(C3C(=[N+]([O-])C=CC=3)N2)=CC=1.P(Br)(Br)(Br)=O. Product: [Br:1][C:2]1[C:14]2[C:13]3[C:8](=[CH:9][C:10]([CH3:15])=[CH:11][CH:12]=3)[NH:7][C:6]=2[N:5]=[CH:4][CH:3]=1. The catalyst class is: 3. (3) Reactant: [C:1]([O:5][C:6]([NH:8][C@@H:9]1[CH2:14][CH2:13][C:12](=O)[CH2:11][C@@H:10]1[NH:16][C:17]([O:19][C:20]([CH3:23])([CH3:22])[CH3:21])=[O:18])=[O:7])([CH3:4])([CH3:3])[CH3:2].Cl.[CH3:25][O:26][NH2:27].N1C=CC=CC=1. Product: [C:1]([O:5][C:6]([NH:8][C@@H:9]1[CH2:14][CH2:13][C:12](=[N:27][O:26][CH3:25])[CH2:11][C@@H:10]1[NH:16][C:17]([O:19][C:20]([CH3:23])([CH3:22])[CH3:21])=[O:18])=[O:7])([CH3:4])([CH3:3])[CH3:2]. The catalyst class is: 5. (4) Reactant: Cl.[CH3:2][O:3][C:4]([C@@H:6]1[CH2:11][CH2:10][CH2:9][CH2:8][NH:7]1)=[O:5].C(N(C(C)C)CC)(C)C.[CH2:21]([O:28][C:29](ON1C(=O)CCC1=O)=[O:30])[C:22]1[CH:27]=[CH:26][CH:25]=[CH:24][CH:23]=1. Product: [CH3:2][O:3][C:4]([C@@H:6]1[CH2:11][CH2:10][CH2:9][CH2:8][N:7]1[C:29]([O:28][CH2:21][C:22]1[CH:27]=[CH:26][CH:25]=[CH:24][CH:23]=1)=[O:30])=[O:5]. The catalyst class is: 4. (5) Reactant: N#N.[NH:3]1[C:7]2[CH:8]=[CH:9][CH:10]=[CH:11][C:6]=2[N:5]=[C:4]1[C@H:12]([NH:22][C:23]([N:25]1[CH2:29][CH2:28][CH:27]2[CH2:30][N:31](C(OC(C)(C)C)=O)[CH2:32][CH:26]12)=[O:24])[CH2:13][C:14]1[CH:19]=[CH:18][C:17]([O:20][CH3:21])=[CH:16][CH:15]=1.FC(F)(F)S(O[Si](C(C)(C)C)(C)C)(=O)=O. Product: [NH:3]1[C:7]2[CH:8]=[CH:9][CH:10]=[CH:11][C:6]=2[N:5]=[C:4]1[C@H:12]([NH:22][C:23]([N:25]1[CH2:29][CH2:28][CH:27]2[CH2:30][NH:31][CH2:32][CH:26]12)=[O:24])[CH2:13][C:14]1[CH:15]=[CH:16][C:17]([O:20][CH3:21])=[CH:18][CH:19]=1. The catalyst class is: 2. (6) Reactant: [Cl:1][C:2]1[CH:3]=[C:4]([NH:10][C@H:11]([C@@H:24]([OH:26])[CH3:25])[C:12]([NH:14][NH:15][C:16](=[O:23])[C:17]2[CH:22]=[CH:21][CH:20]=[CH:19][CH:18]=2)=O)[CH:5]=[CH:6][C:7]=1[C:8]#[N:9].CCN(P1(N(C)CCCN1C)=NC(C)(C)C)CC. Product: [Cl:1][C:2]1[CH:3]=[C:4]([NH:10][C@@H:11]([C:12]2[O:23][C:16]([C:17]3[CH:22]=[CH:21][CH:20]=[CH:19][CH:18]=3)=[N:15][N:14]=2)[C@@H:24]([OH:26])[CH3:25])[CH:5]=[CH:6][C:7]=1[C:8]#[N:9]. The catalyst class is: 1. (7) Product: [CH3:24][C:15]1[C:14]([NH:13][C:3]2[CH:4]=[CH:5][C:6]([O:8][C:9]([F:11])([F:12])[F:10])=[CH:7][C:2]=2[NH:1][C:30]([C@H:26]2[CH2:27][CH2:28][CH2:29][O:25]2)=[O:31])=[CH:23][CH:22]=[CH:21][C:16]=1[C:17]([O:19][CH3:20])=[O:18]. Reactant: [NH2:1][C:2]1[CH:7]=[C:6]([O:8][C:9]([F:12])([F:11])[F:10])[CH:5]=[CH:4][C:3]=1[NH:13][C:14]1[C:15]([CH3:24])=[C:16]([CH:21]=[CH:22][CH:23]=1)[C:17]([O:19][CH3:20])=[O:18].[O:25]1[CH2:29][CH2:28][CH2:27][C@@H:26]1[C:30](O)=[O:31].Cl.C(N=C=NCCCN(C)C)C.O.ON1C2C=CC=CC=2N=N1. The catalyst class is: 47.